This data is from Full USPTO retrosynthesis dataset with 1.9M reactions from patents (1976-2016). The task is: Predict the reactants needed to synthesize the given product. (1) Given the product [CH3:9][O:8][C:6]1[CH:5]=[CH:4][C:3]2[C:10]3([CH2:25][O:26][C:2]=2[CH:7]=1)[C:18]1[C:13](=[CH:14][CH:15]=[CH:16][CH:17]=1)[N:12]([CH2:19][CH2:20][CH2:21][CH2:22][CH3:23])[C:11]3=[O:24], predict the reactants needed to synthesize it. The reactants are: O[C:2]1[CH:7]=[C:6]([O:8][CH3:9])[CH:5]=[CH:4][C:3]=1[C:10]1([CH2:25][OH:26])[C:18]2[C:13](=[CH:14][CH:15]=[CH:16][CH:17]=2)[N:12]([CH2:19][CH2:20][CH2:21][CH2:22][CH3:23])[C:11]1=[O:24].C1(CCN2C3C(=CC=CC=3)C(C3C(O)=CC4OCOC=4C=3)(CO)C2=O)CC1. (2) Given the product [CH2:3]([C:11]1[CH:16]=[CH:15][C:14]2[C:17]3[S:18][C:19]4[CH:26]=[CH:25][CH:24]=[CH:23][C:20]=4[C:21]=3[S:22][C:13]=2[CH:12]=1)[C:4]1[CH:5]=[CH:6][CH:7]=[CH:8][CH:9]=1, predict the reactants needed to synthesize it. The reactants are: [BH4-].[Na+].[C:3]([C:11]1[CH:16]=[CH:15][C:14]2[C:17]3[S:18][C:19]4[CH:26]=[CH:25][CH:24]=[CH:23][C:20]=4[C:21]=3[S:22][C:13]=2[CH:12]=1)(=O)[C:4]1[CH:9]=[CH:8][CH:7]=[CH:6][CH:5]=1.[Cl-].[Al+3].[Cl-].[Cl-].O. (3) Given the product [CH:22]1([CH:25]([C:32]2[CH:37]=[C:36]([CH2:38][O:21][C:13]3[CH:12]=[CH:11][C:10]([C:3]4[CH:4]=[C:5]([O:8][CH3:9])[CH:6]=[CH:7][C:2]=4[F:1])=[C:15]([CH2:16][C:17]([CH3:18])([CH3:20])[CH3:19])[N:14]=3)[N:35]=[CH:34][N:33]=2)[CH2:26][C:27]([O:29][CH2:30][CH3:31])=[O:28])[CH2:24][CH2:23]1, predict the reactants needed to synthesize it. The reactants are: [F:1][C:2]1[CH:7]=[CH:6][C:5]([O:8][CH3:9])=[CH:4][C:3]=1[C:10]1[CH:11]=[CH:12][C:13]([OH:21])=[N:14][C:15]=1[CH2:16][C:17]([CH3:20])([CH3:19])[CH3:18].[CH:22]1([CH:25]([C:32]2[CH:37]=[C:36]([CH2:38]O)[N:35]=[CH:34][N:33]=2)[CH2:26][C:27]([O:29][CH2:30][CH3:31])=[O:28])[CH2:24][CH2:23]1.N(C(N1CCCCC1)=O)=NC(N1CCCCC1)=O.C(P(CCCC)CCCC)CCC.